Dataset: Full USPTO retrosynthesis dataset with 1.9M reactions from patents (1976-2016). Task: Predict the reactants needed to synthesize the given product. (1) Given the product [C:1]([NH:5][S:6]([C:9]1[CH:10]=[N:11][N:12]2[C:17]([NH:18][C:19]3[CH:24]=[C:23]([C:25]([F:26])([F:27])[F:28])[CH:22]=[CH:21][C:20]=3[Cl:29])=[C:16]([C:30]([N:45]3[CH2:46][CH2:47][CH:42]([C:39]4[CH:38]=[CH:37][C:36]([F:35])=[CH:41][CH:40]=4)[CH2:43][CH2:44]3)=[O:32])[CH:15]=[N:14][C:13]=12)(=[O:8])=[O:7])([CH3:4])([CH3:2])[CH3:3], predict the reactants needed to synthesize it. The reactants are: [C:1]([NH:5][S:6]([C:9]1[CH:10]=[N:11][N:12]2[C:17]([NH:18][C:19]3[CH:24]=[C:23]([C:25]([F:28])([F:27])[F:26])[CH:22]=[CH:21][C:20]=3[Cl:29])=[C:16]([C:30]([O:32]CC)=O)[CH:15]=[N:14][C:13]=12)(=[O:8])=[O:7])([CH3:4])([CH3:3])[CH3:2].[F:35][C:36]1[CH:41]=[CH:40][C:39]([CH:42]2[CH2:47][CH2:46][NH:45][CH2:44][CH2:43]2)=[CH:38][CH:37]=1. (2) Given the product [Br:1][C:2]1[C:3]([F:10])=[N:4][CH:5]=[C:6]([CH2:8][O:18][CH2:17][C:16]2[CH:19]=[CH:20][C:13]([O:12][CH3:11])=[CH:14][CH:15]=2)[CH:7]=1, predict the reactants needed to synthesize it. The reactants are: [Br:1][C:2]1[C:3]([F:10])=[N:4][CH:5]=[C:6]([CH2:8]Br)[CH:7]=1.[CH3:11][O:12][C:13]1[CH:20]=[CH:19][C:16]([CH2:17][OH:18])=[CH:15][CH:14]=1.[Al]. (3) Given the product [F:15][C:16]1[CH:21]=[C:20]([C:2]2[CH:7]=[N:6][CH:5]=[C:4]3[N:8]([CH2:11][CH2:12][O:13][CH3:14])[N:9]=[CH:10][C:3]=23)[CH:19]=[CH:18][C:17]=1[NH2:31], predict the reactants needed to synthesize it. The reactants are: Br[C:2]1[CH:7]=[N:6][CH:5]=[C:4]2[N:8]([CH2:11][CH2:12][O:13][CH3:14])[N:9]=[CH:10][C:3]=12.[F:15][C:16]1[CH:21]=[C:20](B2OC(C)(C)C(C)(C)O2)[CH:19]=[CH:18][C:17]=1[NH2:31].C1(C)C=CC=CC=1.C([O-])([O-])=O.[Na+].[Na+].